From a dataset of Full USPTO retrosynthesis dataset with 1.9M reactions from patents (1976-2016). Predict the reactants needed to synthesize the given product. (1) Given the product [N+:8]([C:3]1[CH:4]=[CH:5][CH:6]=[CH:7][C:2]=1[NH:11][CH2:12][CH2:13][NH:14][C:15](=[O:21])[O:16][C:17]([CH3:19])([CH3:18])[CH3:20])([O-:10])=[O:9], predict the reactants needed to synthesize it. The reactants are: F[C:2]1[CH:7]=[CH:6][CH:5]=[CH:4][C:3]=1[N+:8]([O-:10])=[O:9].[NH2:11][CH2:12][CH2:13][NH:14][C:15](=[O:21])[O:16][C:17]([CH3:20])([CH3:19])[CH3:18].C(N(CC)CC)C.O. (2) Given the product [NH2:14][C:15]1[CH:16]=[C:17]([CH:27]=[C:28]([CH3:30])[CH:29]=1)[CH2:18][NH:19][C:20](=[O:26])[O:21][C:22]([CH3:25])([CH3:24])[CH3:23], predict the reactants needed to synthesize it. The reactants are: C1(C(=[N:14][C:15]2[CH:16]=[C:17]([CH:27]=[C:28]([CH3:30])[CH:29]=2)[CH2:18][NH:19][C:20](=[O:26])[O:21][C:22]([CH3:25])([CH3:24])[CH3:23])C2C=CC=CC=2)C=CC=CC=1.NO.Cl.CC([O-])=O.[Na+]. (3) Given the product [CH:1]1([C:4]([N:6]2[CH2:10][CH2:9][C@@H:8]([CH2:11][N:12]3[C:16]4[CH:17]=[CH:18][C:19]([C:21]([F:23])([F:22])[F:24])=[CH:20][C:15]=4[N:14]=[C:13]3[C:25]3[CH:26]=[CH:27][C:28]([C:41]4[C:45]5[CH:46]=[N:47][CH:48]=[CH:49][C:44]=5[NH:43][CH:42]=4)=[CH:29][CH:30]=3)[CH2:7]2)=[O:5])[CH2:3][CH2:2]1, predict the reactants needed to synthesize it. The reactants are: [CH:1]1([C:4]([N:6]2[CH2:10][CH2:9][C@@H:8]([CH2:11][N:12]3[C:16]4[CH:17]=[CH:18][C:19]([C:21]([F:24])([F:23])[F:22])=[CH:20][C:15]=4[N:14]=[C:13]3[C:25]3[CH:30]=[CH:29][C:28](B4OC(C)(C)C(C)(C)O4)=[CH:27][CH:26]=3)[CH2:7]2)=[O:5])[CH2:3][CH2:2]1.Br[C:41]1[C:45]2[CH:46]=[N:47][CH:48]=[CH:49][C:44]=2[NH:43][CH:42]=1.C(=O)([O-])[O-].[K+].[K+]. (4) Given the product [F:19][C:15]1[C:16]([F:18])=[CH:17][C:12]([C:10]([N:4]2[CH2:5][CH2:6][CH2:7][C@@H:8]([CH3:9])[C@H:3]2[CH2:2][NH:1][C:26]2[CH:31]=[CH:30][C:29]([C:32]([F:35])([F:34])[F:33])=[CH:28][N:27]=2)=[O:11])=[C:13]([N:20]2[N:24]=[CH:23][CH:22]=[N:21]2)[CH:14]=1, predict the reactants needed to synthesize it. The reactants are: [NH2:1][CH2:2][C@@H:3]1[C@H:8]([CH3:9])[CH2:7][CH2:6][CH2:5][N:4]1[C:10]([C:12]1[CH:17]=[C:16]([F:18])[C:15]([F:19])=[CH:14][C:13]=1[N:20]1[N:24]=[CH:23][CH:22]=[N:21]1)=[O:11].F[C:26]1[CH:31]=[CH:30][C:29]([C:32]([F:35])([F:34])[F:33])=[CH:28][N:27]=1. (5) Given the product [CH3:7][CH2:6][O:5][C:3]([C:2]([O:17][C:14]1[CH:13]=[CH:12][C:11]([Cl:10])=[CH:16][CH:15]=1)([CH3:9])[CH3:8])=[O:4], predict the reactants needed to synthesize it. The reactants are: Br[C:2]([CH3:9])([CH3:8])[C:3]([O:5][CH2:6][CH3:7])=[O:4].[Cl:10][C:11]1[CH:16]=[CH:15][C:14]([OH:17])=[CH:13][CH:12]=1.C(=O)([O-])[O-].[K+].[K+].O. (6) Given the product [CH3:59][C:25]1([CH3:24])[C:49]2[C:29]([CH:30]=[C:31]3[C:32]=2[CH:33]=[C:34]2[C:47]([C:46]4[CH:45]=[CH:44][CH:43]=[CH:42][C:41]=4[C:40]4[CH:39]=[CH:38][CH:37]=[CH:36][C:35]=42)=[CH:48]3)=[CH:28][C:27]([C:6]2[CH:7]=[CH:2][CH:3]=[C:4]([C:8]3[C:21]4[C:22]5=[C:23]6[C:18](=[CH:19][CH:20]=4)[CH:17]=[CH:16][CH:15]=[C:14]6[CH:13]=[CH:12][C:11]5=[CH:10][CH:9]=3)[CH:5]=2)=[CH:26]1, predict the reactants needed to synthesize it. The reactants are: Br[C:2]1[CH:3]=[C:4]([C:8]2[C:21]3[C:22]4=[C:23]5[C:18](=[CH:19][CH:20]=3)[CH:17]=[CH:16][CH:15]=[C:14]5[CH:13]=[CH:12][C:11]4=[CH:10][CH:9]=2)[CH:5]=[CH:6][CH:7]=1.[CH3:24][C:25]1([CH3:59])[C:49]2[C:29]([CH:30]=[C:31]3[CH:48]=[C:47]4[C:34]([C:35]5[C:40]([C:41]6[C:46]4=[CH:45][CH:44]=[CH:43][CH:42]=6)=[CH:39][CH:38]=[CH:37][CH:36]=5)=[CH:33][C:32]3=2)=[CH:28][C:27](B2OC(C)(C)C(C)(C)O2)=[CH:26]1.C([O-])([O-])=O.[Na+].[Na+].CCO. (7) Given the product [Br-:27].[CH2:1]([NH:8][CH:9]([C:21]1[CH:26]=[CH:25][CH:24]=[CH:23][CH:22]=1)[C:10]([O:12][C@@H:13]1[CH:18]2[CH2:17][CH2:16][N+:15]([CH2:28][C:29](=[O:30])[C:31]3[CH:35]=[CH:34][S:33][CH:32]=3)([CH2:20][CH2:19]2)[CH2:14]1)=[O:11])[C:2]1[CH:3]=[CH:4][CH:5]=[CH:6][CH:7]=1, predict the reactants needed to synthesize it. The reactants are: [CH2:1]([NH:8][CH:9]([C:21]1[CH:26]=[CH:25][CH:24]=[CH:23][CH:22]=1)[C:10]([O:12][C@@H:13]1[CH:18]2[CH2:19][CH2:20][N:15]([CH2:16][CH2:17]2)[CH2:14]1)=[O:11])[C:2]1[CH:7]=[CH:6][CH:5]=[CH:4][CH:3]=1.[Br:27][CH2:28][C:29]([C:31]1[CH:35]=[CH:34][S:33][CH:32]=1)=[O:30]. (8) Given the product [NH:12]1[CH:13]=[CH:14][N:15]=[C:11]1[CH2:10][NH:21][CH2:20][C:18]1[CH:17]=[CH:16][C:14]2[N:15]=[C:11]([CH2:10][CH2:9][CH2:8][CH2:7][N:1]3[CH2:6][CH2:5][CH2:4][CH2:3][CH2:2]3)[N:12]([CH2:22][CH2:23][CH3:24])[C:13]=2[CH:19]=1, predict the reactants needed to synthesize it. The reactants are: [N:1]1([CH2:7][CH2:8][CH2:9][CH2:10][C:11]2[N:12]([CH2:22][CH2:23][CH3:24])[C:13]3[CH:19]=[C:18]([C:20]#[N:21])[CH:17]=[CH:16][C:14]=3[N:15]=2)[CH2:6][CH2:5][CH2:4][CH2:3][CH2:2]1.[OH-].[Na+].